From a dataset of Peptide-MHC class I binding affinity with 185,985 pairs from IEDB/IMGT. Regression. Given a peptide amino acid sequence and an MHC pseudo amino acid sequence, predict their binding affinity value. This is MHC class I binding data. (1) The peptide sequence is YSQVNPLTL. The MHC is H-2-Kb with pseudo-sequence H-2-Kb. The binding affinity (normalized) is 0.00863. (2) The MHC is HLA-A68:02 with pseudo-sequence HLA-A68:02. The binding affinity (normalized) is 0.0424. The peptide sequence is KQNKFGDSPL. (3) The peptide sequence is NLWNTFTRL. The MHC is HLA-A02:02 with pseudo-sequence HLA-A02:02. The binding affinity (normalized) is 0.706. (4) The peptide sequence is EALGPFQS. The MHC is H-2-Kb with pseudo-sequence H-2-Kb. The binding affinity (normalized) is 0. (5) The peptide sequence is AVYLLDGLR. The MHC is HLA-A03:01 with pseudo-sequence HLA-A03:01. The binding affinity (normalized) is 0.317. (6) The peptide sequence is LAVVLWSLL. The MHC is H-2-Db with pseudo-sequence H-2-Db. The binding affinity (normalized) is 0.238. (7) The peptide sequence is KVFFVNWFR. The MHC is HLA-A68:02 with pseudo-sequence HLA-A68:02. The binding affinity (normalized) is 0.506.